From a dataset of Reaction yield outcomes from USPTO patents with 853,638 reactions. Predict the reaction yield, written as a fraction of the theoretical maximum amount of product (1.0 means a 100% yield; for example, 0.34 means a 34% yield). The reactants are Br[C:2]1[CH:7]=[CH:6][N:5]=[C:4]([C:8]2[O:12][C:11]([CH:13]=[O:14])=[CH:10][CH:9]=2)[CH:3]=1.[CH:15]([C:17]1[CH:22]=[CH:21][C:20](B(O)O)=[CH:19][CH:18]=1)=[O:16]. No catalyst specified. The product is [CH:15]([C:17]1[CH:22]=[CH:21][C:20]([C:7]2[CH:2]=[CH:3][C:4]([C:8]3[O:12][C:11]([CH:13]=[O:14])=[CH:10][CH:9]=3)=[N:5][CH:6]=2)=[CH:19][CH:18]=1)=[O:16]. The yield is 0.910.